Predict the product of the given reaction. From a dataset of Forward reaction prediction with 1.9M reactions from USPTO patents (1976-2016). (1) Given the reactants [CH2:1]([O:8][C:9]([N:11]1[CH2:16][CH2:15][CH:14]([C:17]2[S:18][CH:19]=[C:20]([C:22]([N:24]3[CH2:30][CH2:29][CH2:28][CH2:27][CH2:26][CH2:25]3)=[O:23])[CH:21]=2)[CH2:13][CH2:12]1)=[O:10])[C:2]1[CH:7]=[CH:6][CH:5]=[CH:4][CH:3]=1.[Cl:31]N1C(=O)CCC1=O, predict the reaction product. The product is: [CH2:1]([O:8][C:9]([N:11]1[CH2:16][CH2:15][CH:14]([C:17]2[S:18][C:19]([Cl:31])=[C:20]([C:22]([N:24]3[CH2:30][CH2:29][CH2:28][CH2:27][CH2:26][CH2:25]3)=[O:23])[CH:21]=2)[CH2:13][CH2:12]1)=[O:10])[C:2]1[CH:3]=[CH:4][CH:5]=[CH:6][CH:7]=1. (2) Given the reactants [OH:1][CH2:2][CH:3]1[CH2:8][CH2:7][CH2:6][NH:5][C:4]1=[O:9].C(N(CC)CC)C.[CH3:17][S:18](Cl)(=[O:20])=[O:19], predict the reaction product. The product is: [CH3:17][S:18]([O:1][CH2:2][CH:3]1[CH2:8][CH2:7][CH2:6][NH:5][C:4]1=[O:9])(=[O:20])=[O:19]. (3) Given the reactants [N:1]1([C:7]2[N:12]=[C:11]([CH2:13][CH2:14][NH2:15])[CH:10]=[CH:9][CH:8]=2)[CH2:6][CH2:5][CH2:4][CH2:3][CH2:2]1.[CH2:16]([C:18]1[C:26]2[C:21](=[CH:22][CH:23]=[C:24]([N+:27]([O-:29])=[O:28])[CH:25]=2)[NH:20][C:19]=1[C:30](O)=[O:31])[CH3:17].C(N=C=NCCCN(C)C)C.N1(O)C2C=CC=CC=2N=N1.C(N(C(C)C)C(C)C)C, predict the reaction product. The product is: [CH2:16]([C:18]1[C:26]2[C:21](=[CH:22][CH:23]=[C:24]([N+:27]([O-:29])=[O:28])[CH:25]=2)[NH:20][C:19]=1[C:30]([NH:15][CH2:14][CH2:13][C:11]1[CH:10]=[CH:9][CH:8]=[C:7]([N:1]2[CH2:2][CH2:3][CH2:4][CH2:5][CH2:6]2)[N:12]=1)=[O:31])[CH3:17]. (4) Given the reactants C([Si](C)(C)[C:6]1[N:10]([CH3:11])[C:9]([C:12]2[S:20][C:19]3[C:14](=[N:15][CH:16]=[CH:17][C:18]=3[Cl:21])[CH:13]=2)=[CH:8][N:7]=1)(C)(C)C.Cl, predict the reaction product. The product is: [Cl:21][C:18]1[CH:17]=[CH:16][N:15]=[C:14]2[CH:13]=[C:12]([C:9]3[N:10]([CH3:11])[CH:6]=[N:7][CH:8]=3)[S:20][C:19]=12. (5) Given the reactants [C:1]([O:5][C:6]([CH2:8][CH2:9][O:10][C:11]1[CH:12]=[C:13]([CH3:27])[C:14]2[CH:18]([CH2:19][C:20]([O:22]CC)=[O:21])[O:17][B:16]([OH:25])[C:15]=2[CH:26]=1)=[O:7])([CH3:4])([CH3:3])[CH3:2].[Li+].[OH-].Cl, predict the reaction product. The product is: [C:1]([O:5][C:6]([CH2:8][CH2:9][O:10][C:11]1[CH:12]=[C:13]([CH3:27])[C:14]2[CH:18]([CH2:19][C:20]([OH:22])=[O:21])[O:17][B:16]([OH:25])[C:15]=2[CH:26]=1)=[O:7])([CH3:4])([CH3:3])[CH3:2]. (6) Given the reactants [CH2:1]([N:3]1[CH2:8][CH2:7][N:6]([C:9]2[C:18]3[C:13](=[CH:14][CH:15]=[CH:16][CH:17]=3)[CH:12]=[C:11]([C:19]3[CH:24]=[CH:23][C:22]([C:25](=[O:27])[CH3:26])=[CH:21][CH:20]=3)[N:10]=2)[CH2:5][CH2:4]1)[CH3:2].[CH3:28][Mg]Br.CCOCC.[Cl-].[NH4+].C(=O)([O-])[O-].[Na+].[Na+], predict the reaction product. The product is: [CH2:1]([N:3]1[CH2:4][CH2:5][N:6]([C:9]2[C:18]3[C:13](=[CH:14][CH:15]=[CH:16][CH:17]=3)[CH:12]=[C:11]([C:19]3[CH:20]=[CH:21][C:22]([C:25]([OH:27])([CH3:28])[CH3:26])=[CH:23][CH:24]=3)[N:10]=2)[CH2:7][CH2:8]1)[CH3:2]. (7) Given the reactants I[C:2]1[C:10]2[C:5](=[N:6][CH:7]=[N:8][C:9]=2[NH2:11])[N:4]([CH:12]2[CH2:17][CH2:16][CH2:15][N:14]([CH3:18])[CH2:13]2)[N:3]=1.[CH3:19][C:20]1[CH:21]=[C:22]([CH3:45])[C:23]2[O:27][C:26]([NH:28][C:29]3[CH:34]=[CH:33][C:32](B4OC(C)(C)C(C)(C)O4)=[CH:31][CH:30]=3)=[N:25][C:24]=2[CH:44]=1.C(=O)([O-])[O-].[Na+].[Na+], predict the reaction product. The product is: [NH2:11][C:9]1[N:8]=[CH:7][N:6]=[C:5]2[N:4]([CH:12]3[CH2:17][CH2:16][CH2:15][N:14]([CH3:18])[CH2:13]3)[N:3]=[C:2]([C:32]3[CH:31]=[CH:30][C:29]([NH:28][C:26]4[O:27][C:23]5[C:22]([CH3:45])=[CH:21][C:20]([CH3:19])=[CH:44][C:24]=5[N:25]=4)=[CH:34][CH:33]=3)[C:10]=12. (8) Given the reactants Cl[C:2]1[N:11]=[C:10](Cl)[C:9]2[C:4](=[CH:5][CH:6]=[CH:7][CH:8]=2)[N:3]=1.[NH2:13][C:14]1[CH:21]=[CH:20][C:17]([CH2:18][NH2:19])=[CH:16][CH:15]=1.[C:22]([C:24]1[CH:32]=[CH:31][C:27]([C:28](Cl)=[O:29])=[CH:26][CH:25]=1)#[N:23].[CH3:33][NH2:34], predict the reaction product. The product is: [C:22]([C:24]1[CH:32]=[CH:31][C:27]([C:28]([NH:13][C:14]2[CH:21]=[CH:20][C:17]([CH2:18][NH:19][C:10]3[C:9]4[C:4](=[CH:5][CH:6]=[CH:7][CH:8]=4)[N:3]=[C:2]([NH:34][CH3:33])[N:11]=3)=[CH:16][CH:15]=2)=[O:29])=[CH:26][CH:25]=1)#[N:23]. (9) Given the reactants I[C:2]1[CH:3]=[C:4]([C:10]([CH3:17])([CH3:16])[CH2:11][C:12]([O:14][CH3:15])=[O:13])[CH:5]=[CH:6][C:7]=1[O:8][CH3:9].[B:18]1([B:18]2[O:22][C:21]([CH3:24])([CH3:23])[C:20]([CH3:26])([CH3:25])[O:19]2)[O:22][C:21]([CH3:24])([CH3:23])[C:20]([CH3:26])([CH3:25])[O:19]1.C([O-])(=O)C.[K+].CS(C)=O, predict the reaction product. The product is: [CH3:9][O:8][C:7]1[CH:6]=[CH:5][C:4]([C:10]([CH3:17])([CH3:16])[CH2:11][C:12]([O:14][CH3:15])=[O:13])=[CH:3][C:2]=1[B:18]1[O:22][C:21]([CH3:24])([CH3:23])[C:20]([CH3:26])([CH3:25])[O:19]1.